From a dataset of Full USPTO retrosynthesis dataset with 1.9M reactions from patents (1976-2016). Predict the reactants needed to synthesize the given product. (1) The reactants are: Cl[CH2:2][C:3]1[S:7][C:6]([C:8]([F:11])([F:10])[F:9])=[C:5]([C:12]2[CH:17]=[CH:16][CH:15]=[CH:14][CH:13]=2)[CH:4]=1.[CH3:18][O:19][C:20](=[O:36])[CH2:21][CH2:22][C:23]([N:25]1[C:34]2[C:29](=[CH:30][C:31]([OH:35])=[CH:32][CH:33]=2)[CH2:28][CH2:27][CH2:26]1)=[O:24].C(=O)([O-])[O-].[K+].[K+]. Given the product [CH3:18][O:19][C:20](=[O:36])[CH2:21][CH2:22][C:23](=[O:24])[N:25]1[C:34]2[C:29](=[CH:30][C:31]([O:35][CH2:2][C:3]3[S:7][C:6]([C:8]([F:11])([F:10])[F:9])=[C:5]([C:12]4[CH:17]=[CH:16][CH:15]=[CH:14][CH:13]=4)[CH:4]=3)=[CH:32][CH:33]=2)[CH2:28][CH2:27][CH2:26]1, predict the reactants needed to synthesize it. (2) Given the product [C:1]([C:3]1[C:4]([N:18]2[CH2:19][CH2:20][CH:21]([C:24]([NH:38][S:35]([CH2:34][C:30]3[CH:31]=[CH:32][CH:33]=[C:28]([CH3:27])[CH:29]=3)(=[O:36])=[O:37])=[O:26])[CH2:22][CH2:23]2)=[N:5][C:6]([C:14]([F:17])([F:15])[F:16])=[C:7]([CH:8]=1)[C:9]([O:11][CH2:12][CH3:13])=[O:10])#[N:2], predict the reactants needed to synthesize it. The reactants are: [C:1]([C:3]1[C:4]([N:18]2[CH2:23][CH2:22][CH:21]([C:24]([OH:26])=O)[CH2:20][CH2:19]2)=[N:5][C:6]([C:14]([F:17])([F:16])[F:15])=[C:7]([C:9]([O:11][CH2:12][CH3:13])=[O:10])[CH:8]=1)#[N:2].[CH3:27][C:28]1[CH:29]=[C:30]([CH2:34][S:35]([NH2:38])(=[O:37])=[O:36])[CH:31]=[CH:32][CH:33]=1. (3) Given the product [Cl:1][C:2]1[N:7]=[CH:6][N:5]=[C:4]([CH:8]([OH:10])[CH3:9])[CH:3]=1, predict the reactants needed to synthesize it. The reactants are: [Cl:1][C:2]1[N:7]=[CH:6][N:5]=[C:4]([C:8](=[O:10])[CH3:9])[CH:3]=1.[BH4-].[Na+]. (4) Given the product [CH2:13]1[C:12]2([CH2:15][NH:8][CH2:9][CH2:10][N:11]2[CH2:16][C:17]2[CH:22]=[C:21]([C:23]3[CH:24]=[CH:25][C:26]([OH:29])=[CH:27][CH:28]=3)[N:20]=[C:19]3[NH:30][N:31]=[C:32]([CH3:33])[C:18]=23)[CH2:14]1, predict the reactants needed to synthesize it. The reactants are: C(OC([N:8]1[CH2:15][C:12]2([CH2:14][CH2:13]2)[N:11]([CH2:16][C:17]2[CH:22]=[C:21]([C:23]3[CH:28]=[CH:27][C:26]([OH:29])=[CH:25][CH:24]=3)[N:20]=[C:19]3[N:30](C4CCCCO4)[N:31]=[C:32]([CH3:33])[C:18]=23)[CH2:10][CH2:9]1)=O)(C)(C)C. (5) Given the product [ClH:1].[NH2:26][C@@H:7]([CH2:6][C:5]1[CH:4]=[C:3]([F:2])[CH:36]=[C:35]([F:37])[CH:34]=1)[C@H:8]([OH:25])[CH2:9][NH:10][C@@H:11]1[C:20]2[C:15](=[CH:16][CH:17]=[C:18]([O:21][CH:22]([CH3:23])[CH3:24])[CH:19]=2)[O:14][CH2:13][CH2:12]1, predict the reactants needed to synthesize it. The reactants are: [ClH:1].[F:2][C:3]1[CH:4]=[C:5]([CH:34]=[C:35]([F:37])[CH:36]=1)[CH2:6][C@H:7]([NH:26]C(=O)OC(C)(C)C)[C@H:8]([OH:25])[CH2:9][NH:10][C@@H:11]1[C:20]2[C:15](=[CH:16][CH:17]=[C:18]([O:21][CH:22]([CH3:24])[CH3:23])[CH:19]=2)[O:14][CH2:13][CH2:12]1. (6) Given the product [CH2:1]([N:8]1[CH2:13][CH2:12][N:11]([C:14]([O:16][C:17]([CH3:20])([CH3:19])[CH3:18])=[O:15])[CH2:10][C@H:9]1[CH2:21][S:29][C:23]1[CH:28]=[CH:27][CH:26]=[CH:25][CH:24]=1)[C:2]1[CH:7]=[CH:6][CH:5]=[CH:4][CH:3]=1, predict the reactants needed to synthesize it. The reactants are: [CH2:1]([N:8]1[CH2:13][CH2:12][N:11]([C:14]([O:16][C:17]([CH3:20])([CH3:19])[CH3:18])=[O:15])[CH2:10][C@H:9]1[CH2:21]Br)[C:2]1[CH:7]=[CH:6][CH:5]=[CH:4][CH:3]=1.[C:23]1([S-:29])[CH:28]=[CH:27][CH:26]=[CH:25][CH:24]=1.[Na+].C(=O)(O)[O-].[Na+].